Dataset: Reaction yield outcomes from USPTO patents with 853,638 reactions. Task: Predict the reaction yield, written as a fraction of the theoretical maximum amount of product (1.0 means a 100% yield; for example, 0.34 means a 34% yield). The reactants are C([O:4][CH:5]1[CH:10]([CH3:11])[CH2:9][CH:8]([C:12]2[CH:17]=[CH:16][N:15]=[CH:14][C:13]=2[NH:18][C:19]([C:21]2[N:22]=[C:23]([C:26]3[C:31]([F:32])=[CH:30][CH:29]=[CH:28][C:27]=3[F:33])[S:24][CH:25]=2)=[O:20])[CH2:7][CH:6]1[NH:34][C:35]([O:37][C:38]([CH3:41])([CH3:40])[CH3:39])=[O:36])(=O)C.C(=O)([O-])[O-].[K+].[K+]. The catalyst is CO. The product is [F:32][C:31]1[CH:30]=[CH:29][CH:28]=[C:27]([F:33])[C:26]=1[C:23]1[S:24][CH:25]=[C:21]([C:19]([NH:18][C:13]2[CH:14]=[N:15][CH:16]=[CH:17][C:12]=2[CH:8]2[CH2:7][CH:6]([NH:34][C:35](=[O:36])[O:37][C:38]([CH3:39])([CH3:40])[CH3:41])[CH:5]([OH:4])[CH:10]([CH3:11])[CH2:9]2)=[O:20])[N:22]=1. The yield is 0.870.